Dataset: Reaction yield outcomes from USPTO patents with 853,638 reactions. Task: Predict the reaction yield, written as a fraction of the theoretical maximum amount of product (1.0 means a 100% yield; for example, 0.34 means a 34% yield). (1) The reactants are [CH:1]1[C:6]([NH2:7])=[CH:5][CH:4]=[C:3]([S:8]([NH:11][C:12]2[S:16][CH:15]=[CH:14][N:13]=2)(=[O:10])=[O:9])[CH:2]=1.[C:17]1(=[O:23])O[C:20](=[O:21])[CH:19]=[CH:18]1. No catalyst specified. The product is [S:16]1[CH:15]=[CH:14][N:13]=[C:12]1[NH:11][S:8]([C:3]1[CH:4]=[CH:5][CH:6]=[CH:1][CH:2]=1)(=[O:10])=[O:9].[NH:7]1[C:20](=[O:21])[CH:19]=[CH:18][C:17]1=[O:23]. The yield is 0.300. (2) The reactants are [Cl:1][C:2]1[N:3]=[CH:4][N:5]([C:7]2[CH:12]=[CH:11][C:10]([NH:13][C:14]3[N:15]=[C:16]([N:29]4[CH2:32][C:31]5(OCC[O:33]5)[CH2:30]4)[C:17]4[CH2:22][CH2:21][CH:20]([C:23]5[CH:28]=[CH:27][CH:26]=[CH:25][CH:24]=5)[C:18]=4[N:19]=3)=[CH:9][C:8]=2[O:37][CH3:38])[CH:6]=1.O. The catalyst is CC(C)=O. The product is [Cl:1][C:2]1[N:3]=[CH:4][N:5]([C:7]2[CH:12]=[CH:11][C:10]([NH:13][C:14]3[N:15]=[C:16]([N:29]4[CH2:30][C:31](=[O:33])[CH2:32]4)[C:17]4[CH2:22][CH2:21][CH:20]([C:23]5[CH:28]=[CH:27][CH:26]=[CH:25][CH:24]=5)[C:18]=4[N:19]=3)=[CH:9][C:8]=2[O:37][CH3:38])[CH:6]=1. The yield is 0.205. (3) The reactants are [CH3:1][NH2:2].Br[CH2:4][C:5]1[CH:6]=[CH:7][C:8]2[C:14]3[S:15][C:16]([C:18]([N:20]([C:22]4[CH:27]=[CH:26][CH:25]=[CH:24][C:23]=4[Cl:28])[CH3:21])=[O:19])=[CH:17][C:13]=3[CH2:12][CH2:11][O:10][C:9]=2[CH:29]=1.O. The catalyst is CCO. The product is [Cl:28][C:23]1[CH:24]=[CH:25][CH:26]=[CH:27][C:22]=1[N:20]([CH3:21])[C:18]([C:16]1[S:15][C:14]2[C:8]3[CH:7]=[CH:6][C:5]([CH2:4][NH:2][CH3:1])=[CH:29][C:9]=3[O:10][CH2:11][CH2:12][C:13]=2[CH:17]=1)=[O:19]. The yield is 0.428. (4) The reactants are [CH3:1][O:2][C:3]([CH:5]1[CH2:9][CH:8]([CH2:10][O:11][CH:12]([F:14])[F:13])[CH2:7][N:6]1[C:15]([O:17][C:18]([CH3:21])([CH3:20])[CH3:19])=[O:16])=[O:4].[Li+].[OH-].Cl.BrC[C:27]([C:29]1[CH:34]=[CH:33][C:32]([Br:35])=[CH:31][CH:30]=1)=[O:28].C(N(CC)CC)C. The catalyst is CO. The product is [C:18]([O:17][C:15]([N:6]1[CH2:7][CH:8]([CH2:10][O:11][CH:12]([F:14])[F:13])[CH2:9][CH:5]1[C:3]([O:2][CH2:1][C:27]([C:29]1[CH:34]=[CH:33][C:32]([Br:35])=[CH:31][CH:30]=1)=[O:28])=[O:4])=[O:16])([CH3:21])([CH3:20])[CH3:19]. The yield is 0.940. (5) The reactants are [N:1]1[CH:6]=[CH:5][CH:4]=[CH:3][C:2]=1[CH:7]=[CH:8][C:9]1[C:17]2[C:12](=[CH:13][C:14]([NH:18][C:19]3[CH:27]=[CH:26][CH:25]=[CH:24][C:20]=3[C:21](O)=[O:22])=[CH:15][CH:16]=2)[NH:11][N:10]=1.[CH:28]1([NH2:31])[CH2:30][CH2:29]1.C(N(CC)CC)C.CN(C(ON1N=NC2C=CC=NC1=2)=[N+](C)C)C.F[P-](F)(F)(F)(F)F. The catalyst is CN(C=O)C. The product is [CH:28]1([NH:31][C:21](=[O:22])[C:20]2[CH:24]=[CH:25][CH:26]=[CH:27][C:19]=2[NH:18][C:14]2[CH:13]=[C:12]3[C:17]([C:9](/[CH:8]=[CH:7]/[C:2]4[CH:3]=[CH:4][CH:5]=[CH:6][N:1]=4)=[N:10][NH:11]3)=[CH:16][CH:15]=2)[CH2:30][CH2:29]1. The yield is 0.350. (6) The reactants are [C:1]([C:3]1[CH:4]=[C:5]([NH:14][C:15](=[O:17])[CH3:16])[CH:6]=[CH:7][C:8]=1[S:9]([CH2:12][CH3:13])(=[O:11])=[O:10])#[N:2]. The catalyst is CO.[Ni]. The product is [NH2:2][CH2:1][C:3]1[CH:4]=[C:5]([NH:14][C:15](=[O:17])[CH3:16])[CH:6]=[CH:7][C:8]=1[S:9]([CH2:12][CH3:13])(=[O:11])=[O:10]. The yield is 0.920. (7) The reactants are [Mg].Br[CH:3]([CH3:8])[CH2:4][CH2:5][CH:6]=[CH2:7].[CH2:9]1[O:12][C@H:10]1[CH3:11]. The catalyst is C1COCC1.[Cu](Br)Br.II. The product is [CH3:7][CH:6]([CH2:5][CH2:4][CH:3]=[CH2:8])[CH2:9][C@@H:10]([OH:12])[CH3:11]. The yield is 0.300. (8) The catalyst is O.CC(C)([P](C(C)(C)C)([Pd][P](C(C)(C)C)(C(C)(C)C)C(C)(C)C)C(C)(C)C)C. The reactants are Br[C:2]1[CH:3]=[N:4][N:5]([CH3:17])[C:6]=1[C:7]1[CH:8]=[C:9]([C:13]([O:15][CH3:16])=[O:14])[S:10][C:11]=1[CH3:12].[C:18](=O)([O-])[O-].[K+].[K+].O1[CH2:29][CH2:28]OCC1. The yield is 0.870. The product is [CH3:12][C:11]1[S:10][C:9]([C:13]([O:15][CH3:16])=[O:14])=[CH:8][C:7]=1[C:6]1[N:5]([CH3:17])[N:4]=[CH:3][C:2]=1/[CH:18]=[CH:28]\[CH3:29]. (9) The product is [C:1]([C:5]1[CH:10]=[C:9]([C:11]([CH3:14])([CH3:13])[CH3:12])[CH:8]=[C:7]([NH:15][CH3:18])[C:6]=1[OH:16])([CH3:4])([CH3:2])[CH3:3]. The reactants are [C:1]([C:5]1[CH:10]=[C:9]([C:11]([CH3:14])([CH3:13])[CH3:12])[CH:8]=[C:7]([NH2:15])[C:6]=1[OH:16])([CH3:4])([CH3:3])[CH3:2].[BH3-][C:18]#N.[Na+].C=O. The catalyst is CO. The yield is 0.150. (10) The product is [NH2:1][C:4]1[C:9]2[NH:10][C:11]([NH:13][C:24]([C:16]3[N:15]=[CH:14][C:23]4[C:18]([CH:17]=3)=[CH:19][CH:20]=[CH:21][CH:22]=4)=[O:25])=[N:12][C:8]=2[CH:7]=[CH:6][CH:5]=1. The reactants are [N+:1]([C:4]1[C:9]2[NH:10][C:11]([NH2:13])=[N:12][C:8]=2[CH:7]=[CH:6][CH:5]=1)([O-])=O.[CH:14]1[C:23]2[C:18](=[CH:19][CH:20]=[CH:21][CH:22]=2)[CH:17]=[C:16]([C:24](O)=[O:25])[N:15]=1.CN(C(ON1N=NC2C=CC=CC1=2)=[N+](C)C)C.F[P-](F)(F)(F)(F)F. The catalyst is CN(C=O)C.CCN(C(C)C)C(C)C.C([O-])(O)=O.[Na+].O. The yield is 0.410.